Predict the product of the given reaction. From a dataset of Forward reaction prediction with 1.9M reactions from USPTO patents (1976-2016). (1) Given the reactants [Cl:1][C:2]1[CH:15]=[C:14]([N+:16]([O-:18])=[O:17])[CH:13]=[CH:12][C:3]=1[O:4][C:5]1[CH:6]=[C:7]([OH:11])[CH:8]=[CH:9][CH:10]=1.C(=O)([O-])[O-].[Cs+].[Cs+].Br[CH2:26][CH:27]1[CH2:29][CH2:28]1, predict the reaction product. The product is: [Cl:1][C:2]1[CH:15]=[C:14]([N+:16]([O-:18])=[O:17])[CH:13]=[CH:12][C:3]=1[O:4][C:5]1[CH:10]=[CH:9][CH:8]=[C:7]([O:11][CH2:26][CH:27]2[CH2:29][CH2:28]2)[CH:6]=1. (2) Given the reactants [H-].[Na+].[Br:3][C:4]1[CH:9]=[CH:8][C:7]([OH:10])=[CH:6][CH:5]=1.Br[CH2:12][CH2:13][O:14][CH2:15][CH2:16][O:17][CH3:18], predict the reaction product. The product is: [Br:3][C:4]1[CH:9]=[CH:8][C:7]([O:10][CH2:12][CH2:13][O:14][CH2:15][CH2:16][O:17][CH3:18])=[CH:6][CH:5]=1.